From a dataset of Peptide-MHC class II binding affinity with 134,281 pairs from IEDB. Regression. Given a peptide amino acid sequence and an MHC pseudo amino acid sequence, predict their binding affinity value. This is MHC class II binding data. (1) The peptide sequence is AIILDGDNLFPKV. The MHC is DRB1_0401 with pseudo-sequence DRB1_0401. The binding affinity (normalized) is 0.546. (2) The peptide sequence is LSILAILKGLYNFAT. The MHC is DRB3_0101 with pseudo-sequence DRB3_0101. The binding affinity (normalized) is 0.154. (3) The peptide sequence is RETYLMCLSPLMANL. The MHC is DRB5_0101 with pseudo-sequence DRB5_0101. The binding affinity (normalized) is 0.552. (4) The peptide sequence is AALPAVGAAAGAPAA. The MHC is HLA-DQA10102-DQB10502 with pseudo-sequence HLA-DQA10102-DQB10502. The binding affinity (normalized) is 0. (5) The peptide sequence is GAMAKKGDEQKLRSA. The MHC is DRB1_0901 with pseudo-sequence DRB1_0901. The binding affinity (normalized) is 0.168. (6) The peptide sequence is LAQALVSDRPVMRYT. The MHC is DRB1_0101 with pseudo-sequence DRB1_0101. The binding affinity (normalized) is 0.809. (7) The MHC is HLA-DQA10102-DQB10602 with pseudo-sequence HLA-DQA10102-DQB10602. The binding affinity (normalized) is 0.346. The peptide sequence is IFSGNMNIKLKMPMY.